Dataset: Full USPTO retrosynthesis dataset with 1.9M reactions from patents (1976-2016). Task: Predict the reactants needed to synthesize the given product. (1) Given the product [NH2:23][CH2:24][CH2:25][C:26]1[C:14]2=[C:15]3[C:10](=[CH:11][CH:12]=[C:13]2[NH:18][CH:27]=1)[C:9](=[O:20])[N:8]([CH2:7][C:6]1[CH:21]=[CH:22][C:3]([O:2][CH3:1])=[CH:4][CH:5]=1)[CH:17]=[CH:16]3.[ClH:32], predict the reactants needed to synthesize it. The reactants are: [CH3:1][O:2][C:3]1[CH:22]=[CH:21][C:6]([CH2:7][N:8]2[CH:17]=[CH:16][C:15]3[C:10](=[CH:11][CH:12]=[C:13]([NH:18]N)[CH:14]=3)[C:9]2=[O:20])=[CH:5][CH:4]=1.[NH:23]1C2[C:26](=[CH:27]C=CC=2)[CH:25]=[CH:24]1.[Cl:32]CCCC1OCCO1. (2) The reactants are: Br[C:2]1[CH:11]=[C:10]2[C:5]([CH:6]=[CH:7][C:8]([C@H:12]([NH:14][C:15]([C@@H:17]3[CH2:22][CH2:21][CH2:20][N:19]([C:23](=[O:34])[C@@H:24]([NH:26][C:27](=[O:33])[C@@H:28]([OH:32])[CH:29]([CH3:31])[CH3:30])[CH3:25])[NH:18]3)=[O:16])[CH3:13])=[N:9]2)=[CH:4][CH:3]=1.[CH3:35][C@:36]([CH2:42][O:43][C:44]([F:47])([F:46])[F:45])([CH:40]=[CH2:41])[C:37]([OH:39])=[O:38].C1(C)C=CC=CC=1P(C1C=CC=CC=1C)C1C=CC=CC=1C.C(N(CC)CC)C. Given the product [OH:32][C@@H:28]([CH:29]([CH3:31])[CH3:30])[C:27]([NH:26][C@@H:24]([CH3:25])[C:23]([N:19]1[CH2:20][CH2:21][CH2:22][C@@H:17]([C:15]([NH:14][C@@H:12]([C:8]2[CH:7]=[CH:6][C:5]3[C:10](=[CH:11][C:2](/[CH:41]=[CH:40]/[C@:36]([CH3:35])([CH2:42][O:43][C:44]([F:45])([F:46])[F:47])[C:37]([OH:39])=[O:38])=[CH:3][CH:4]=3)[N:9]=2)[CH3:13])=[O:16])[NH:18]1)=[O:34])=[O:33], predict the reactants needed to synthesize it. (3) Given the product [CH2:18]([CH:12]([CH2:11][C:8]1[CH:9]=[CH:10][C:5]([O:4][CH2:3][CH2:2][NH:1][C:38]([C:35]2[CH:36]=[CH:37][C:32]([C:29]3[CH:30]=[CH:31][C:26]([C:24]([O:23][CH3:22])=[O:25])=[CH:27][CH:28]=3)=[CH:33][CH:34]=2)=[O:39])=[CH:6][CH:7]=1)[C:13]([O:15][CH2:16][CH3:17])=[O:14])[CH2:19][CH2:20][CH3:21], predict the reactants needed to synthesize it. The reactants are: [NH2:1][CH2:2][CH2:3][O:4][C:5]1[CH:10]=[CH:9][C:8]([CH2:11][CH:12]([CH2:18][CH2:19][CH2:20][CH3:21])[C:13]([O:15][CH2:16][CH3:17])=[O:14])=[CH:7][CH:6]=1.[CH3:22][O:23][C:24]([C:26]1[CH:31]=[CH:30][C:29]([C:32]2[CH:37]=[CH:36][C:35]([C:38](O)=[O:39])=[CH:34][CH:33]=2)=[CH:28][CH:27]=1)=[O:25].C(N1C=CN=C1)(N1C=CN=C1)=O. (4) Given the product [OH:30][CH:27]([CH2:28][OH:29])[CH2:26][O:25]/[N:24]=[C:21](/[C:18]1[N:17]=[C:16]2[N:12]([CH2:11][C:7]3[CH:6]=[C:5]4[C:10](=[CH:9][CH:8]=3)[N:1]=[CH:2][CH:3]=[CH:4]4)[N:13]=[N:14][C:15]2=[N:20][CH:19]=1)\[CH3:22], predict the reactants needed to synthesize it. The reactants are: [N:1]1[C:10]2[C:5](=[CH:6][C:7]([CH2:11][N:12]3[C:16]4=[N:17][C:18]([C:21](=O)[CH3:22])=[CH:19][N:20]=[C:15]4[N:14]=[N:13]3)=[CH:8][CH:9]=2)[CH:4]=[CH:3][CH:2]=1.[NH2:24][O:25][CH2:26][CH:27]([OH:30])[CH2:28][OH:29].OCC(ON1C(=O)C2C(=CC=CC=2)C1=O)CO. (5) The reactants are: [Br:1][C:2]1[C:3]([OH:22])=[C:4]([C:19](O)=[O:20])[C:5]2[N:6]=[C:7]([C:13]3[CH:18]=[CH:17][CH:16]=[CH:15][CH:14]=3)[C:8](=[O:12])[NH:9][C:10]=2[CH:11]=1.Cl.C([NH:26][CH2:27][C:28]([OH:30])=[O:29])C.[CH2:31](N(CC)CC)[CH3:32].C1CN([P+](ON2N=NC3C=CC=CC2=3)(N2CCCC2)N2CCCC2)CC1.F[P-](F)(F)(F)(F)F. Given the product [Br:1][C:2]1[CH:11]=[C:10]2[C:5]([N:6]=[C:7]([C:13]3[CH:18]=[CH:17][CH:16]=[CH:15][CH:14]=3)[C:8](=[O:12])[NH:9]2)=[C:4]([C:19]([NH:26][CH2:27][C:28]([O:30][CH2:31][CH3:32])=[O:29])=[O:20])[C:3]=1[OH:22], predict the reactants needed to synthesize it.